From a dataset of Catalyst prediction with 721,799 reactions and 888 catalyst types from USPTO. Predict which catalyst facilitates the given reaction. (1) Reactant: [C:1]1([C:7]#[C:8][C:9]2[CH:16]=[CH:15][C:12]([CH:13]=O)=[CH:11][CH:10]=2)[CH:6]=[CH:5][CH:4]=[CH:3][CH:2]=1.[NH:17]1[CH2:20][CH:19]([C:21]([OH:23])=[O:22])[CH2:18]1.CC(O)=O.C([BH3-])#N. Product: [C:1]1([C:7]#[C:8][C:9]2[CH:16]=[CH:15][C:12]([CH2:13][N:17]3[CH2:20][CH:19]([C:21]([OH:23])=[O:22])[CH2:18]3)=[CH:11][CH:10]=2)[CH:6]=[CH:5][CH:4]=[CH:3][CH:2]=1. The catalyst class is: 138. (2) Reactant: Cl.[Cl:2][C:3]1[CH:8]=[CH:7][C:6]([C:9]2([C:15]([OH:17])=[O:16])[CH2:14][CH2:13][NH:12][CH2:11][CH2:10]2)=[CH:5][CH:4]=1.[C:18]([O-:21])([O-])=[O:19].[K+].[K+].Cl. Product: [C:6]([O:21][C:18]([N:12]1[CH2:11][CH2:10][C:9]([C:6]2[CH:7]=[CH:8][C:3]([Cl:2])=[CH:4][CH:5]=2)([C:15]([OH:17])=[O:16])[CH2:14][CH2:13]1)=[O:19])([CH3:9])([CH3:7])[CH3:5]. The catalyst class is: 6. (3) Reactant: Cl[C:2]1[N:7]=[C:6]([C:8]#[N:9])[C:5]([N+:10]([O-:12])=[O:11])=[CH:4][CH:3]=1.[Cl:13][C:14]1[CH:15]=[C:16]([SH:21])[CH:17]=[C:18]([Cl:20])[CH:19]=1.C([O-])([O-])=O.[K+].[K+].C(OCC)(=O)C. Product: [Cl:13][C:14]1[CH:15]=[C:16]([S:21][C:2]2[N:7]=[C:6]([C:8]#[N:9])[C:5]([N+:10]([O-:12])=[O:11])=[CH:4][CH:3]=2)[CH:17]=[C:18]([Cl:20])[CH:19]=1. The catalyst class is: 10. (4) Reactant: [CH3:1][O:2][C:3]1[CH:8]=[CH:7][C:6]([NH:9][C:10]2[CH:15]=[CH:14][CH:13]=[CH:12][N:11]=2)=[CH:5][CH:4]=1.[CH3:16]C([O-])(C)C.[K+].CI. Product: [CH3:1][O:2][C:3]1[CH:4]=[CH:5][C:6]([N:9]([CH3:16])[C:10]2[CH:15]=[CH:14][CH:13]=[CH:12][N:11]=2)=[CH:7][CH:8]=1. The catalyst class is: 18. (5) Reactant: [N:1]1([C:6]2[CH:7]=[C:8]([CH:12]=[CH:13][N:14]=2)[C:9]([OH:11])=O)[CH:5]=[CH:4][N:3]=[CH:2]1.C1C=CC2N(O)N=NC=2C=1.O.CCN=C=NCCCN(C)C.Cl.Cl.[NH2:39][C:40]1[C:41]2[C:51]([O:52][CH2:53][C:54]([NH2:57])([CH3:56])[CH3:55])=[CH:50][CH:49]=[CH:48][C:42]=2[NH:43][S:44](=[O:47])(=[O:46])[N:45]=1.C(N(CC)CC)C. Product: [NH2:39][C:40]1[C:41]2[C:51]([O:52][CH2:53][C:54]([NH:57][C:9](=[O:11])[C:8]3[CH:12]=[CH:13][N:14]=[C:6]([N:1]4[CH:5]=[CH:4][N:3]=[CH:2]4)[CH:7]=3)([CH3:55])[CH3:56])=[CH:50][CH:49]=[CH:48][C:42]=2[NH:43][S:44](=[O:47])(=[O:46])[N:45]=1. The catalyst class is: 3. (6) Reactant: [N:1]1[CH:6]=[CH:5][N:4]=[C:3]2[S:7][C:8]([NH:10]C(=O)OC(C)(C)C)=[CH:9][C:2]=12. Product: [N:1]1[CH:6]=[CH:5][N:4]=[C:3]2[S:7][C:8]([NH2:10])=[CH:9][C:2]=12. The catalyst class is: 137. (7) Reactant: [CH2:1]([OH:6])[CH2:2][CH2:3][CH:4]=[CH2:5].CCN(C(C)C)C(C)C.Cl[C:17](Cl)([O:19]C(=O)OC(Cl)(Cl)Cl)Cl.[NH2:28][C@@H:29]([CH2:35][CH2:36][CH2:37][CH2:38][CH2:39][CH:40]=[CH2:41])[C:30]([O:32][CH2:33][CH3:34])=[O:31].[OH-].[Na+]. Product: [CH2:1]([O:6][C:17]([NH:28][C@@H:29]([CH2:35][CH2:36][CH2:37][CH2:38][CH2:39][CH:40]=[CH2:41])[C:30]([O:32][CH2:33][CH3:34])=[O:31])=[O:19])[CH2:2][CH2:3][CH:4]=[CH2:5]. The catalyst class is: 12. (8) Reactant: [CH2:1]([O:5][C:6]([C:8]1[N:9]=[C:10]([OH:26])[C:11]2[C:16]([C:17]=1[O:18][CH2:19][C:20]1[CH:25]=[CH:24][CH:23]=[CH:22][CH:21]=1)=[CH:15][CH:14]=[CH:13][CH:12]=2)=[O:7])[CH2:2][CH2:3][CH3:4].[CH2:27](Cl)Cl. Product: [CH2:1]([O:5][C:6]([C:8]1[N:9]=[C:10]([O:26][CH3:27])[C:11]2[C:16]([C:17]=1[O:18][CH2:19][C:20]1[CH:21]=[CH:22][CH:23]=[CH:24][CH:25]=1)=[CH:15][CH:14]=[CH:13][CH:12]=2)=[O:7])[CH2:2][CH2:3][CH3:4]. The catalyst class is: 6. (9) Reactant: [Br:1][C:2]1[CH:3]=[C:4]2[C:9](=[CH:10][CH:11]=1)[CH:8]=[C:7]([C:12](OCC)=[O:13])[CH:6]=[CH:5]2.CC(C[AlH]CC(C)C)C. Product: [Br:1][C:2]1[CH:3]=[C:4]2[C:9](=[CH:10][CH:11]=1)[CH:8]=[C:7]([CH2:12][OH:13])[CH:6]=[CH:5]2. The catalyst class is: 11.